This data is from Full USPTO retrosynthesis dataset with 1.9M reactions from patents (1976-2016). The task is: Predict the reactants needed to synthesize the given product. (1) The reactants are: [C:1]([O:5][C:6](=[O:39])[N:7]([CH:9]([C:11](=[O:38])[NH:12][CH:13]([C:18]([N:20]1[CH2:24][CH2:23][CH:22]2[NH:25][CH2:26][CH:27]([CH2:28][O:29][C:30]3[CH:35]=[CH:34][C:33]([F:36])=[C:32]([F:37])[CH:31]=3)[CH:21]12)=[O:19])[C:14]([CH3:17])([CH3:16])[CH3:15])[CH3:10])[CH3:8])([CH3:4])([CH3:3])[CH3:2].[C:40](O)(=[O:44])[C:41]([CH3:43])=[O:42].C(Cl)CCl.C1C=CC2N(O)N=NC=2C=1.CCN(C(C)C)C(C)C. Given the product [C:1]([O:5][C:6](=[O:39])[N:7]([CH:9]([C:11](=[O:38])[NH:12][CH:13]([C:18]([N:20]1[CH2:24][CH2:23][CH:22]2[N:25]([C:40](=[O:44])[C:41](=[O:42])[CH3:43])[CH2:26][CH:27]([CH2:28][O:29][C:30]3[CH:35]=[CH:34][C:33]([F:36])=[C:32]([F:37])[CH:31]=3)[CH:21]12)=[O:19])[C:14]([CH3:16])([CH3:17])[CH3:15])[CH3:10])[CH3:8])([CH3:2])([CH3:3])[CH3:4], predict the reactants needed to synthesize it. (2) Given the product [CH2:29]([O:31][C:32]([C:34]1[C:35]([OH:58])=[C:36]2[CH:42]=[C:41]([C:44]3[CH:45]=[CH:46][C:47]([F:50])=[CH:48][CH:49]=3)[N:40]([C:51]3[CH:56]=[CH:55][C:54]([F:57])=[CH:53][CH:52]=3)[C:37]2=[CH:38][N:39]=1)=[O:33])[CH3:30], predict the reactants needed to synthesize it. The reactants are: C(OC(C1C(O)=C2C=C(C3C=CC(F)=CC=3)N(C3C=CC=CC=3)C2=CN=1)=O)C.[CH2:29]([O:31][C:32]([C:34]1[C:35]([OH:58])=[C:36]2[C:42](Br)=[C:41]([C:44]3[CH:49]=[CH:48][C:47]([F:50])=[CH:46][CH:45]=3)[N:40]([C:51]3[CH:56]=[CH:55][C:54]([F:57])=[CH:53][CH:52]=3)[C:37]2=[CH:38][N:39]=1)=[O:33])[CH3:30].